Dataset: Reaction yield outcomes from USPTO patents with 853,638 reactions. Task: Predict the reaction yield, written as a fraction of the theoretical maximum amount of product (1.0 means a 100% yield; for example, 0.34 means a 34% yield). (1) The reactants are [CH3:1][O:2][C:3](=[O:22])[C:4]1[CH:9]=[C:8]([N+:10]([O-])=O)[C:7]([NH2:13])=[C:6]([Cl:14])[C:5]=1[NH:15][C:16]1[CH:21]=[CH:20][CH:19]=[CH:18][CH:17]=1.CCO.CO.[NH4+].[Cl-].C1COCC1. The catalyst is C(Cl)Cl.C1COCC1.O.[Zn]. The product is [CH3:1][O:2][C:3](=[O:22])[C:4]1[CH:9]=[C:8]([NH2:10])[C:7]([NH2:13])=[C:6]([Cl:14])[C:5]=1[NH:15][C:16]1[CH:17]=[CH:18][CH:19]=[CH:20][CH:21]=1. The yield is 0.700. (2) The reactants are [F:1][C:2]1[CH:17]=[CH:16][C:5]([O:6][C:7]2[CH:8]=[C:9]([CH:13]=[CH:14][CH:15]=2)/[CH:10]=[N:11]/O)=[CH:4][CH:3]=1.N. The catalyst is C(O)C.[Ni]. The product is [F:1][C:2]1[CH:17]=[CH:16][C:5]([O:6][C:7]2[CH:8]=[C:9]([CH2:10][NH2:11])[CH:13]=[CH:14][CH:15]=2)=[CH:4][CH:3]=1. The yield is 0.640. (3) The reactants are [Br:1][C:2]1[CH:10]=[CH:9][C:5]([C:6]([OH:8])=[O:7])=[CH:4][C:3]=1[F:11].S(=O)(=O)(O)O.[CH3:17]O. No catalyst specified. The product is [Br:1][C:2]1[CH:10]=[CH:9][C:5]([C:6]([O:8][CH3:17])=[O:7])=[CH:4][C:3]=1[F:11]. The yield is 0.970. (4) The reactants are [CH3:1][C:2]1([CH3:12])[C:10]2[C:5](=[CH:6][CH:7]=[CH:8][CH:9]=2)[NH:4][C:3]1=[O:11].C([O-])(=O)C.[Na+].[Br:18]Br.C(=O)([O-])[O-].[Na+].[Na+]. The catalyst is C(O)(=O)C.O. The product is [Br:18][C:8]1[CH:9]=[C:10]2[C:5](=[CH:6][CH:7]=1)[NH:4][C:3](=[O:11])[C:2]2([CH3:12])[CH3:1]. The yield is 0.920. (5) The reactants are O.C1(C)C=CC(S(O)(=O)=O)=CC=1.[CH2:13]([O:15][C:16](=[O:40])[CH2:17][NH:18][C:19]1[C:23]([C:24](=[O:38])[NH:25][C:26](=O)[CH2:27][CH2:28][C:29]2[CH:34]=[CH:33][CH:32]=[C:31]([F:35])[C:30]=2[F:36])=[CH:22][N:21]([CH3:39])[N:20]=1)[CH3:14].ClCCl. The catalyst is C1(C)C=CC=CC=1. The product is [CH2:13]([O:15][C:16](=[O:40])[CH2:17][N:18]1[C:19]2=[N:20][N:21]([CH3:39])[CH:22]=[C:23]2[C:24](=[O:38])[N:25]=[C:26]1[CH2:27][CH2:28][C:29]1[CH:34]=[CH:33][CH:32]=[C:31]([F:35])[C:30]=1[F:36])[CH3:14]. The yield is 0.570. (6) The reactants are [C:1]([C:3]1[CH:30]=[CH:29][C:6]([CH2:7][N:8]2[C:16]3[C:11](=[N:12][CH:13]=[CH:14][C:15]=3[N:17]3[CH2:22][CH2:21][CH2:20][C@@H:19]([NH:23]C(=O)O)[CH2:18]3)N(C)[C:9]2=[O:28])=[CH:5][CH:4]=1)#[N:2].[F:31][C:32]([F:37])([F:36])[C:33]([OH:35])=[O:34]. The yield is 0.990. The product is [F:31][C:32]([F:37])([F:36])[C:33]([OH:35])=[O:34].[NH2:23][CH:19]1[CH2:20][CH2:21][CH2:22][N:17]([C:15]2[CH:14]=[CH:13][N:12]=[C:11]3[C@@H:32]([CH3:33])[C:9](=[O:28])[N:8]([CH2:7][C:6]4[CH:29]=[CH:30][C:3]([C:1]#[N:2])=[CH:4][CH:5]=4)[C:16]=23)[CH2:18]1. No catalyst specified. (7) The reactants are [CH3:1][O:2][C:3]1[CH:12]=[CH:11][C:10]2[NH:9][C:8](=[O:13])[C:7]3[S:14][CH:15]=[CH:16][C:6]=3[C:5]=2[C:4]=1[C:17]1[CH:22]=[CH:21][C:20]([CH:23]([CH:33]([CH3:35])[CH3:34])[CH2:24][NH:25]C(=O)OC(C)(C)C)=[CH:19][CH:18]=1.Cl. The catalyst is CCOCC. The product is [NH2:25][CH2:24][CH:23]([C:20]1[CH:19]=[CH:18][C:17]([C:4]2[C:5]3[C:6]4[CH:16]=[CH:15][S:14][C:7]=4[C:8](=[O:13])[NH:9][C:10]=3[CH:11]=[CH:12][C:3]=2[O:2][CH3:1])=[CH:22][CH:21]=1)[CH:33]([CH3:34])[CH3:35]. The yield is 0.970.